The task is: Predict which catalyst facilitates the given reaction.. This data is from Catalyst prediction with 721,799 reactions and 888 catalyst types from USPTO. (1) The catalyst class is: 1. Reactant: [CH3:1][C:2]1[N:7]=[CH:6][C:5]([NH2:8])=[CH:4][CH:3]=1.C(N(CC)CC)C.[Cl:16][CH2:17][C:18](Cl)=[O:19].O. Product: [Cl:16][CH2:17][C:18]([NH:8][C:5]1[CH:6]=[N:7][C:2]([CH3:1])=[CH:3][CH:4]=1)=[O:19]. (2) Reactant: Br[C:2]1[CH:7]=[C:6]([C:8]2[N:9]=[C:10]([NH:13][C:14]3[CH:19]=[CH:18][CH:17]=[C:16]([CH3:20])[CH:15]=3)[S:11][CH:12]=2)[CH:5]=[CH:4][N:3]=1.[NH:21]1[CH2:26][CH2:25][O:24][CH2:23][CH2:22]1. Product: [CH3:20][C:16]1[CH:15]=[C:14]([NH:13][C:10]2[S:11][CH:12]=[C:8]([C:6]3[CH:5]=[CH:4][N:3]=[C:2]([N:21]4[CH2:26][CH2:25][O:24][CH2:23][CH2:22]4)[CH:7]=3)[N:9]=2)[CH:19]=[CH:18][CH:17]=1. The catalyst class is: 6. (3) Reactant: C(NC(C1C([N+]([O-])=O)=CC(OCCCC(O)=O)=C(OC)C=1)C)(OCC1C2C(=CC=CC=2)C2C1=CC=CC=2)=O.C(Cl)CCl.C1C=CC2N(O)N=NC=2C=1.C1C=C2C(C(O)(O)C(=O)C2=CC=1)=O.[CH2:66]([CH:69]1[CH:95]=[C:94]([CH3:96])[CH2:93][CH:92]([CH3:97])[CH2:91][CH:90]([O:98][CH3:99])[CH:89]2[O:100][C:85]([OH:104])([CH:86]([CH3:103])[CH2:87][CH:88]2[O:101][CH3:102])[C:84](=[O:105])[C:83](=[O:106])[N:82]2[CH:77]([CH2:78][CH2:79][CH2:80][CH2:81]2)[C:76](=[O:107])[O:75][CH:74]([C:108]([CH3:130])=[CH:109][CH:110]2[CH2:115][CH2:114][CH:113]([O:116]C(=O)CCCCCCC(O)=O)[CH:112]([O:128][CH3:129])[CH2:111]2)[CH:73]([CH3:131])[CH:72]([OH:132])[CH2:71][C:70]1=[O:133])[CH:67]=[CH2:68]. Product: [CH3:97][C@H:92]1[CH2:93][C:94]([CH3:96])=[CH:95][C@@H:69]([CH2:66][CH:67]=[CH2:68])[C:70](=[O:133])[CH2:71][C@H:72]([OH:132])[C@@H:73]([CH3:131])[C@@H:74](/[C:108](/[CH3:130])=[CH:109]/[C@H:110]2[CH2:111][C@@H:112]([O:128][CH3:129])[C@H:113]([OH:116])[CH2:114][CH2:115]2)[O:75][C:76](=[O:107])[C@H:77]2[N:82]([CH2:81][CH2:80][CH2:79][CH2:78]2)[C:83](=[O:106])[C:84](=[O:105])[C@:85]2([OH:104])[O:100][C@@H:89]([C@@H:88]([O:101][CH3:102])[CH2:87][C@H:86]2[CH3:103])[C@@H:90]([O:98][CH3:99])[CH2:91]1. The catalyst class is: 3. (4) Reactant: [CH3:1][O:2][C:3]1[CH:8]=[CH:7][CH:6]=[CH:5][C:4]=1[C:9]1[C:17]2[C:12](=[N:13][CH:14]=[C:15]([C:18]3[CH:23]=[CH:22][N:21]=[C:20]([C:24](=[O:30])[C:25]([N:27]([CH3:29])[CH3:28])=[O:26])[CH:19]=3)[CH:16]=2)[N:11](S(C2C=CC(C)=CC=2)(=O)=O)[CH:10]=1.[OH-].[Na+].[BH4-].[Na+]. Product: [CH3:1][O:2][C:3]1[CH:8]=[CH:7][CH:6]=[CH:5][C:4]=1[C:9]1[C:17]2[C:12](=[N:13][CH:14]=[C:15]([C:18]3[CH:23]=[CH:22][N:21]=[C:20]([CH:24]([OH:30])[C:25]([N:27]([CH3:29])[CH3:28])=[O:26])[CH:19]=3)[CH:16]=2)[NH:11][CH:10]=1. The catalyst class is: 8. (5) The catalyst class is: 887. Reactant: [CH2:1]([OH:4])[CH2:2][OH:3].[H-].[Na+].[Br:7][C:8]1[CH:9]=[C:10]([N:15]2[CH2:20][CH2:19][O:18][CH2:17][CH2:16]2)[C:11](F)=[N:12][CH:13]=1. Product: [Br:7][C:8]1[CH:9]=[C:10]([N:15]2[CH2:20][CH2:19][O:18][CH2:17][CH2:16]2)[C:11]([O:3][CH2:2][CH2:1][OH:4])=[N:12][CH:13]=1. (6) Reactant: [Li+].[CH2:2]([N:9]1[CH2:14][CH2:13][C:12]([CH2:16][C:17]([O-:19])=O)([OH:15])[CH2:11][CH2:10]1)[C:3]1[CH:8]=[CH:7][CH:6]=[CH:5][CH:4]=1.[CH2:20]([O:24][C:25]1[CH:31]=[CH:30][C:28]([NH2:29])=[CH:27][CH:26]=1)[CH2:21][CH2:22][CH3:23].P(Cl)(Cl)(Cl)=O.C(=O)(O)[O-].[Na+]. Product: [CH2:20]([O:24][C:25]1[CH:26]=[CH:27][C:28]([NH:29][C:17](=[O:19])[CH2:16][C:12]2([OH:15])[CH2:11][CH2:10][N:9]([CH2:2][C:3]3[CH:4]=[CH:5][CH:6]=[CH:7][CH:8]=3)[CH2:14][CH2:13]2)=[CH:30][CH:31]=1)[CH2:21][CH2:22][CH3:23]. The catalyst class is: 202. (7) Reactant: [Br:1][C:2]1[CH:7]=[CH:6][CH:5]=[CH:4][C:3]=1[CH2:8][C:9](=[O:15])[CH2:10][C:11]([F:14])([F:13])[F:12].[BH4-].[Na+]. Product: [Br:1][C:2]1[CH:7]=[CH:6][CH:5]=[CH:4][C:3]=1[CH2:8][CH:9]([OH:15])[CH2:10][C:11]([F:13])([F:14])[F:12]. The catalyst class is: 5.